Dataset: Forward reaction prediction with 1.9M reactions from USPTO patents (1976-2016). Task: Predict the product of the given reaction. (1) Given the reactants [Br:1][C:2]1[CH:3]=[N:4][C:5]2[N:6]([N:8]=[C:9]([C:11]([OH:13])=O)[CH:10]=2)[CH:7]=1.[CH2:14]([CH:16]1[CH2:25][C:24]2[C:19](=[CH:20][CH:21]=[CH:22][CH:23]=2)[CH:18]([CH3:26])[NH:17]1)[CH3:15], predict the reaction product. The product is: [Br:1][C:2]1[CH:3]=[N:4][C:5]2[N:6]([N:8]=[C:9]([C:11]([N:17]3[CH:16]([CH2:14][CH3:15])[CH2:25][C:24]4[C:19](=[CH:20][CH:21]=[CH:22][CH:23]=4)[CH:18]3[CH3:26])=[O:13])[CH:10]=2)[CH:7]=1. (2) Given the reactants [C:1]([C:3]1[CH:4]=[C:5]([CH:9]=[CH:10][CH:11]=1)[C:6](Cl)=[O:7])#[N:2].[CH2:12]([NH:19][C:20]([C:22]1[S:26][C:25]([NH2:27])=[N:24][C:23]=1[CH3:28])=[O:21])[C:13]1[CH:18]=[CH:17][CH:16]=[CH:15][CH:14]=1, predict the reaction product. The product is: [CH2:12]([NH:19][C:20]([C:22]1[S:26][C:25]([NH:27][C:6](=[O:7])[C:5]2[CH:9]=[CH:10][CH:11]=[C:3]([C:1]#[N:2])[CH:4]=2)=[N:24][C:23]=1[CH3:28])=[O:21])[C:13]1[CH:18]=[CH:17][CH:16]=[CH:15][CH:14]=1. (3) Given the reactants [NH2:1][C:2]1[N:24]([CH2:25][CH2:26][CH2:27][NH:28]C(=O)OC(C)(C)C)[C:6]2[N:7]=[C:8]([NH:11][C:12]3[CH:17]=[CH:16][C:15]([N:18]4[CH2:23][CH2:22][O:21][CH2:20][CH2:19]4)=[CH:14][CH:13]=3)[N:9]=[CH:10][C:5]=2[C:4](=[O:36])[C:3]=1[C:37](=[O:39])[NH2:38].[ClH:40].CCOCC, predict the reaction product. The product is: [ClH:40].[NH2:1][C:2]1[N:24]([CH2:25][CH2:26][CH2:27][NH2:28])[C:6]2[N:7]=[C:8]([NH:11][C:12]3[CH:13]=[CH:14][C:15]([N:18]4[CH2:19][CH2:20][O:21][CH2:22][CH2:23]4)=[CH:16][CH:17]=3)[N:9]=[CH:10][C:5]=2[C:4](=[O:36])[C:3]=1[C:37]([NH2:38])=[O:39]. (4) Given the reactants [C:1]([O-:4])(=[O:3])[CH3:2].[Si:5]([O:12][C@H:13]([CH3:16])[CH2:14][NH2:15])([C:8]([CH3:11])([CH3:10])[CH3:9])([CH3:7])[CH3:6].[C:17](=O)([O-])[O-].[Cs+].[Cs+].CC([C:26]1[CH:31]=[C:30](C(C)C)[C:29]([C:35]2[CH:40]=[CH:39][CH:38]=[CH:37][C:36]=2P(C2CCCCC2)C2CCCCC2)=[C:28](C(C)C)[CH:27]=1)C, predict the reaction product. The product is: [Si:5]([O:12][C@H:13]([CH3:16])[CH2:14][NH:15][C:26]1[CH:27]=[CH:28][C:29]([C@H:35]2[CH2:40][CH2:39][C@H:38]([CH2:2][C:1]([O:4][CH3:17])=[O:3])[CH2:37][CH2:36]2)=[CH:30][CH:31]=1)([C:8]([CH3:11])([CH3:10])[CH3:9])([CH3:7])[CH3:6].